From a dataset of Merck oncology drug combination screen with 23,052 pairs across 39 cell lines. Regression. Given two drug SMILES strings and cell line genomic features, predict the synergy score measuring deviation from expected non-interaction effect. (1) Synergy scores: synergy=-24.0. Drug 1: CN1C(=O)C=CC2(C)C3CCC4(C)C(NC(=O)OCC(F)(F)F)CCC4C3CCC12. Drug 2: NC1CCCCC1N.O=C(O)C(=O)O.[Pt+2]. Cell line: OV90. (2) Drug 1: O=C(CCCCCCC(=O)Nc1ccccc1)NO. Drug 2: Cc1nc(Nc2ncc(C(=O)Nc3c(C)cccc3Cl)s2)cc(N2CCN(CCO)CC2)n1. Cell line: PA1. Synergy scores: synergy=2.16. (3) Drug 1: CCC1=CC2CN(C1)Cc1c([nH]c3ccccc13)C(C(=O)OC)(c1cc3c(cc1OC)N(C)C1C(O)(C(=O)OC)C(OC(C)=O)C4(CC)C=CCN5CCC31C54)C2. Drug 2: NC(=O)c1cccc2cn(-c3ccc(C4CCCNC4)cc3)nc12. Cell line: SKOV3. Synergy scores: synergy=-0.443. (4) Drug 1: COC1=C2CC(C)CC(OC)C(O)C(C)C=C(C)C(OC(N)=O)C(OC)C=CC=C(C)C(=O)NC(=CC1=O)C2=O. Drug 2: NC1CCCCC1N.O=C(O)C(=O)O.[Pt+2]. Cell line: LOVO. Synergy scores: synergy=-24.4. (5) Drug 1: NC1(c2ccc(-c3nc4ccn5c(=O)[nH]nc5c4cc3-c3ccccc3)cc2)CCC1. Drug 2: Cc1nc(Nc2ncc(C(=O)Nc3c(C)cccc3Cl)s2)cc(N2CCN(CCO)CC2)n1. Cell line: HCT116. Synergy scores: synergy=41.3. (6) Drug 1: Nc1ccn(C2OC(CO)C(O)C2(F)F)c(=O)n1. Drug 2: Cc1nc(Nc2ncc(C(=O)Nc3c(C)cccc3Cl)s2)cc(N2CCN(CCO)CC2)n1. Cell line: RKO. Synergy scores: synergy=3.03. (7) Drug 1: O=P1(N(CCCl)CCCl)NCCCO1. Drug 2: O=C(O)C1(Cc2cccc(Nc3nccs3)n2)CCC(Oc2cccc(Cl)c2F)CC1. Cell line: NCIH1650. Synergy scores: synergy=5.28.